Task: Predict the product of the given reaction.. Dataset: Forward reaction prediction with 1.9M reactions from USPTO patents (1976-2016) Given the reactants [ClH:1].[CH3:2][O:3][C:4]1[C:9]([O:10][CH3:11])=[CH:8][CH:7]=[CH:6][C:5]=1[NH:12]C(=O)OC(C)(C)C, predict the reaction product. The product is: [ClH:1].[CH3:2][O:3][C:4]1[C:9]([O:10][CH3:11])=[CH:8][CH:7]=[CH:6][C:5]=1[NH2:12].